From a dataset of CYP2D6 inhibition data for predicting drug metabolism from PubChem BioAssay. Regression/Classification. Given a drug SMILES string, predict its absorption, distribution, metabolism, or excretion properties. Task type varies by dataset: regression for continuous measurements (e.g., permeability, clearance, half-life) or binary classification for categorical outcomes (e.g., BBB penetration, CYP inhibition). Dataset: cyp2d6_veith. (1) The drug is O=C(Nc1ccc(C(F)(F)F)cc1)c1cccn(Cc2ccc3c(c2)OC(F)(F)O3)c1=O. The result is 0 (non-inhibitor). (2) The drug is COc1ccc(C2/C(=C(/O)c3ccc4c(c3)CC(C)O4)C(=O)C(=O)N2CCN2CCOCC2)cc1. The result is 0 (non-inhibitor). (3) The compound is CCn1c(C)cc(/C=C2\SC(=O)N(CC(=O)Nc3ccc(C)c(C)c3)C2=O)c1C. The result is 0 (non-inhibitor). (4) The compound is C=CCSc1nc2ccccc2n1C(=O)/C=C/c1cc(OC)c(OC)c(OC)c1. The result is 0 (non-inhibitor).